From a dataset of Forward reaction prediction with 1.9M reactions from USPTO patents (1976-2016). Predict the product of the given reaction. (1) Given the reactants I[C:2]1[S:6][C:5]([C:7]2[S:8][C:9]([C:28]3[S:29][C:30](I)=[CH:31][CH:32]=3)=[C:10]([P:20]([O:25][CH2:26][CH3:27])([O:22][CH2:23][CH3:24])=[O:21])[C:11]=2[P:12]([O:17][CH2:18][CH3:19])([O:14][CH2:15][CH3:16])=[O:13])=[CH:4][CH:3]=1.C([Sn](CCCC)(CCCC)[C:39]1[S:43][C:42]([C:44]2[S:45][CH:46]=[CH:47][CH:48]=2)=[C:41]([P:49]([O:54][CH2:55][CH3:56])([O:51][CH2:52][CH3:53])=[O:50])[C:40]=1[P:57]([O:62][CH2:63][CH3:64])([O:59][CH2:60][CH3:61])=[O:58])CCC.[F-].[K+], predict the reaction product. The product is: [CH2:15]([O:14][P:12]([C:11]1[C:10]([P:20]([O:25][CH2:26][CH3:27])([O:22][CH2:23][CH3:24])=[O:21])=[C:9]([C:28]2[S:29][C:30]([C:9]3[S:8][C:7]([C:5]4[S:6][C:2]([C:39]5[S:43][C:42]([C:44]6[S:45][CH:46]=[CH:47][CH:48]=6)=[C:41]([P:49]([O:51][CH2:52][CH3:53])([O:54][CH2:55][CH3:56])=[O:50])[C:40]=5[P:57]([O:59][CH2:60][CH3:61])([O:62][CH2:63][CH3:64])=[O:58])=[CH:3][CH:4]=4)=[C:11]([P:12]([O:17][CH2:18][CH3:19])([O:14][CH2:15][CH3:16])=[O:13])[C:10]=3[P:20]([O:22][CH2:23][CH3:24])([O:25][CH2:26][CH3:27])=[O:21])=[CH:31][CH:32]=2)[S:8][C:7]=1[C:5]1[S:6][CH:2]=[CH:3][CH:4]=1)([O:17][CH2:18][CH3:19])=[O:13])[CH3:16]. (2) Given the reactants [Br:1][C:2]1[CH:3]=[C:4]([NH2:9])[C:5]([NH2:8])=[CH:6][CH:7]=1.CCN(C(C)C)C(C)C.O=[S:20](Cl)Cl, predict the reaction product. The product is: [Br:1][C:2]1[CH:7]=[CH:6][C:5]2[C:4]([CH:3]=1)=[N:9][S:20][N:8]=2. (3) Given the reactants [F:1][CH:2]([F:26])[N:3]1[C:7]([C:8]2[CH:13]=[CH:12][C:11]([F:14])=[CH:10][CH:9]=2)=[C:6]([C:15]2[S:16][CH:17]=[C:18]([CH2:20][C:21]([O:23]CC)=[O:22])[N:19]=2)[CH:5]=[N:4]1.[OH-].[Na+].Cl, predict the reaction product. The product is: [F:26][CH:2]([F:1])[N:3]1[C:7]([C:8]2[CH:9]=[CH:10][C:11]([F:14])=[CH:12][CH:13]=2)=[C:6]([C:15]2[S:16][CH:17]=[C:18]([CH2:20][C:21]([OH:23])=[O:22])[N:19]=2)[CH:5]=[N:4]1. (4) Given the reactants [Cl:1][C:2]1[N:3]=[CH:4][CH:5]=[C:6]2[C:10]([CH2:11][CH2:12][O:13][C:14]3[CH:19]=[CH:18][C:17]([O:20][C:21]([F:24])([F:23])[F:22])=[CH:16][CH:15]=3)=[C:9]([C:25]([O:27]CC)=[O:26])[N:8]([C:30]([O:32][C:33]([CH3:36])([CH3:35])[CH3:34])=[O:31])[C:7]=12.CCO.O.[Li+].[OH-], predict the reaction product. The product is: [C:33]([O:32][C:30]([N:8]1[C:7]2=[C:2]([Cl:1])[N:3]=[CH:4][CH:5]=[C:6]2[C:10]([CH2:11][CH2:12][O:13][C:14]2[CH:19]=[CH:18][C:17]([O:20][C:21]([F:22])([F:23])[F:24])=[CH:16][CH:15]=2)=[C:9]1[C:25]([OH:27])=[O:26])=[O:31])([CH3:36])([CH3:34])[CH3:35]. (5) Given the reactants Cl[C:2]1[C:11]2[C:6](=[CH:7][CH:8]=[CH:9][CH:10]=2)[NH:5]/[C:4](=[C:12]2/[C:13](C)=[N:14][NH:15][C:16]/2=[O:17])/[CH:3]=1.[SH:19][C:20]1[CH:25]=[CH:24][CH:23]=[CH:22][C:21]=1[OH:26], predict the reaction product. The product is: [OH:26][C:21]1[CH:22]=[CH:23][CH:24]=[CH:25][C:20]=1[S:19][C:2]1[C:11]2[C:6](=[CH:7][CH:8]=[CH:9][CH:10]=2)[NH:5]/[C:4](=[C:12]2/[CH:13]=[N:14][NH:15][C:16]/2=[O:17])/[CH:3]=1. (6) The product is: [Cl:27][C:25]1[C:4]([F:24])=[C:5]2[CH:3]=[CH:2][NH:1][C:6]2=[N:11][CH:20]=1. Given the reactants [N:1]1[CH:6]=[CH:5][CH:4]=[CH:3][CH:2]=1.CCCC[N+:11]([CH2:20]CCC)(CCCC)CCCC.[F-:24].[CH2:25]([Cl:27])Cl, predict the reaction product.